From a dataset of Forward reaction prediction with 1.9M reactions from USPTO patents (1976-2016). Predict the product of the given reaction. (1) Given the reactants ClCCl.[CH3:4][NH:5][C:6]([N:8]1[CH2:13][CH2:12][N:11]([S:14]([C:17]2[CH:22]=[CH:21][C:20]([O:23][CH2:24][C:25]3[CH:30]=[C:29]([F:31])[CH:28]=[CH:27][C:26]=3[CH3:32])=[CH:19][CH:18]=2)(=[O:16])=[O:15])[CH:10]([C:33]23OCC(C)(C[O:38]2)C[O:34]3)[CH:9]1[CH3:42])=[O:7].FC(F)(F)C(O)=O, predict the reaction product. The product is: [F:31][C:29]1[CH:28]=[CH:27][C:26]([CH3:32])=[C:25]([CH:30]=1)[CH2:24][O:23][C:20]1[CH:19]=[CH:18][C:17]([S:14]([N:11]2[CH2:12][CH2:13][N:8]([C:6](=[O:7])[NH:5][CH3:4])[CH:9]([CH3:42])[CH:10]2[C:33]([OH:38])=[O:34])(=[O:16])=[O:15])=[CH:22][CH:21]=1. (2) Given the reactants N12CCCN=C1CCCCC2.Cl.[NH2:13][CH2:14][C:15]1[CH:23]=[CH:22][CH:21]=[C:20]2[C:16]=1[C:17](=[O:33])[N:18]([CH:25]1[CH2:30][CH2:29][C:28](=[O:31])[NH:27][C:26]1=[O:32])[C:19]2=[O:24].[S:34]1[CH:38]=[CH:37][CH:36]=[C:35]1[C:39](Cl)=[O:40], predict the reaction product. The product is: [O:32]=[C:26]1[CH:25]([N:18]2[C:17](=[O:33])[C:16]3[C:20](=[CH:21][CH:22]=[CH:23][C:15]=3[CH2:14][NH:13][C:39]([C:35]3[S:34][CH:38]=[CH:37][CH:36]=3)=[O:40])[C:19]2=[O:24])[CH2:30][CH2:29][C:28](=[O:31])[NH:27]1. (3) The product is: [CH2:1]([C:3]1[CH:4]=[C:5]([CH2:11][C:12]([C:26]([O:28][CH2:29][CH3:30])=[O:27])([C:21]([O:23][CH2:24][CH3:25])=[O:22])[CH2:13][C:14]([OH:16])=[O:15])[CH:6]=[CH:7][C:8]=1[CH2:9][CH3:10])[CH3:2]. Given the reactants [CH2:1]([C:3]1[CH:4]=[C:5]([CH2:11][C:12]([C:26]([O:28][CH2:29][CH3:30])=[O:27])([C:21]([O:23][CH2:24][CH3:25])=[O:22])[CH2:13][C:14]([O:16]C(C)(C)C)=[O:15])[CH:6]=[CH:7][C:8]=1[CH2:9][CH3:10])[CH3:2].C(O)(C(F)(F)F)=O, predict the reaction product. (4) Given the reactants Br[C:2]1[C:7]([N:8](COC)[S:9]([C:12]2[CH:17]=[CH:16][C:15]([Cl:18])=[C:14]([C:19]([F:22])([F:21])[F:20])[CH:13]=2)(=[O:11])=[O:10])=[CH:6][C:5]([Cl:26])=[CH:4][N:3]=1.[C:27](=[O:29])=[O:28].CC#N.C([Mg]Cl)(C)C.[Cl:38][C:39]1[C:50](C(N(OC)C)=O)=[CH:49][CH:48]=[CH:47][C:40]=1[C:41](N(OC)C)=[O:42].[NH4+].[Cl-].Cl.O1CCOCC1, predict the reaction product. The product is: [Cl:38][C:39]1[C:40]([C:41]([C:2]2[C:7]([NH:8][S:9]([C:12]3[CH:17]=[CH:16][C:15]([Cl:18])=[C:14]([C:19]([F:20])([F:22])[F:21])[CH:13]=3)(=[O:10])=[O:11])=[CH:6][C:5]([Cl:26])=[CH:4][N:3]=2)=[O:42])=[CH:47][CH:48]=[CH:49][C:50]=1[C:27]([OH:29])=[O:28]. (5) Given the reactants [CH2:1]([O:3][C:4]([C:6]1[C:7]([CH3:16])=[C:8]2[N:13]([CH:14]=1)[N:12]=[CH:11][N:10]=[C:9]2O)=[O:5])[CH3:2].P(Cl)(Cl)([Cl:19])=O.C(N(C(C)C)CC)(C)C, predict the reaction product. The product is: [CH2:1]([O:3][C:4]([C:6]1[C:7]([CH3:16])=[C:8]2[N:13]([CH:14]=1)[N:12]=[CH:11][N:10]=[C:9]2[Cl:19])=[O:5])[CH3:2]. (6) Given the reactants [Cl:1][C:2]1[CH:8]=[CH:7][C:5]([NH2:6])=[CH:4][C:3]=1[C:9]1[CH:14]=[CH:13][CH:12]=[CH:11][N:10]=1.[C:15]([O:19][C:20]([NH:22][CH2:23][C:24]1[CH:32]=[CH:31][C:27]([C:28](O)=[O:29])=[C:26]([Cl:33])[CH:25]=1)=[O:21])([CH3:18])([CH3:17])[CH3:16], predict the reaction product. The product is: [Cl:33][C:26]1[CH:25]=[C:24]([CH:32]=[CH:31][C:27]=1[C:28](=[O:29])[NH:6][C:5]1[CH:7]=[CH:8][C:2]([Cl:1])=[C:3]([C:9]2[CH:14]=[CH:13][CH:12]=[CH:11][N:10]=2)[CH:4]=1)[CH2:23][NH:22][C:20](=[O:21])[O:19][C:15]([CH3:18])([CH3:17])[CH3:16]. (7) Given the reactants Cl[C:2]1[N:10]=[CH:9][N:8]=[C:7]2[C:3]=1[N:4]=[C:5]([C:12]1[CH:17]=[CH:16][CH:15]=[CH:14][CH:13]=1)[N:6]2[CH3:11].[CH:18]1([NH2:23])[CH2:22][CH2:21][CH2:20][CH2:19]1, predict the reaction product. The product is: [CH:18]1([NH:23][C:2]2[N:10]=[CH:9][N:8]=[C:7]3[C:3]=2[N:4]=[C:5]([C:12]2[CH:17]=[CH:16][CH:15]=[CH:14][CH:13]=2)[N:6]3[CH3:11])[CH2:22][CH2:21][CH2:20][CH2:19]1.